This data is from Peptide-MHC class II binding affinity with 134,281 pairs from IEDB. The task is: Regression. Given a peptide amino acid sequence and an MHC pseudo amino acid sequence, predict their binding affinity value. This is MHC class II binding data. (1) The peptide sequence is LVARRLLLKKVESCC. The MHC is DRB1_0101 with pseudo-sequence DRB1_0101. The binding affinity (normalized) is 0.402. (2) The peptide sequence is VAWQVKLLPVPPTVT. The MHC is DRB4_0101 with pseudo-sequence DRB4_0103. The binding affinity (normalized) is 0.407. (3) The peptide sequence is WTGALVTPCAAEEQK. The MHC is DRB1_0101 with pseudo-sequence DRB1_0101. The binding affinity (normalized) is 0.356. (4) The peptide sequence is STGWNETIVENLLAN. The MHC is DRB1_0401 with pseudo-sequence DRB1_0401. The binding affinity (normalized) is 0.310. (5) The peptide sequence is PEAKYDAYVATLSEALRIIA. The MHC is DRB1_0701 with pseudo-sequence DRB1_0701. The binding affinity (normalized) is 0.594.